From a dataset of NCI-60 drug combinations with 297,098 pairs across 59 cell lines. Regression. Given two drug SMILES strings and cell line genomic features, predict the synergy score measuring deviation from expected non-interaction effect. (1) Drug 1: CC1=C(C(CCC1)(C)C)C=CC(=CC=CC(=CC(=O)O)C)C. Drug 2: C1=CN(C=N1)CC(O)(P(=O)(O)O)P(=O)(O)O. Cell line: UACC-257. Synergy scores: CSS=7.70, Synergy_ZIP=-3.85, Synergy_Bliss=-3.42, Synergy_Loewe=-2.32, Synergy_HSA=-2.25. (2) Drug 1: CC(C1=C(C=CC(=C1Cl)F)Cl)OC2=C(N=CC(=C2)C3=CN(N=C3)C4CCNCC4)N. Drug 2: CN(CC1=CN=C2C(=N1)C(=NC(=N2)N)N)C3=CC=C(C=C3)C(=O)NC(CCC(=O)O)C(=O)O. Cell line: SK-OV-3. Synergy scores: CSS=16.2, Synergy_ZIP=-9.23, Synergy_Bliss=-6.37, Synergy_Loewe=-16.9, Synergy_HSA=-6.37. (3) Drug 1: CC1=CC=C(C=C1)C2=CC(=NN2C3=CC=C(C=C3)S(=O)(=O)N)C(F)(F)F. Drug 2: CC12CCC3C(C1CCC2O)C(CC4=C3C=CC(=C4)O)CCCCCCCCCS(=O)CCCC(C(F)(F)F)(F)F. Cell line: MCF7. Synergy scores: CSS=29.1, Synergy_ZIP=4.10, Synergy_Bliss=5.18, Synergy_Loewe=-9.15, Synergy_HSA=2.77.